This data is from Reaction yield outcomes from USPTO patents with 853,638 reactions. The task is: Predict the reaction yield, written as a fraction of the theoretical maximum amount of product (1.0 means a 100% yield; for example, 0.34 means a 34% yield). (1) The reactants are [Mg].Br[C:3]1[S:4][CH:5]=[CH:6][C:7]=1[CH2:8][CH2:9][CH2:10][CH2:11][CH2:12][CH2:13][CH2:14][CH2:15][CH2:16][CH2:17][CH2:18][CH3:19].CN([CH:23]=[O:24])C.Cl. The product is [CH2:8]([C:7]1[CH:6]=[CH:5][S:4][C:3]=1[CH:23]=[O:24])[CH2:9][CH2:10][CH2:11][CH2:12][CH2:13][CH2:14][CH2:15][CH2:16][CH2:17][CH2:18][CH3:19]. The catalyst is O1CCCC1.II. The yield is 0.896. (2) The reactants are [Cl:1][C:2]1[C:7]([Cl:8])=[CH:6][C:5]([C:9](=[O:11])[CH3:10])=[C:4]([OH:12])[C:3]=1[I:13].[C:14](=O)([O-])[O-].[K+].[K+].CI. The catalyst is CN(C)C=O.O. The product is [Cl:1][C:2]1[C:7]([Cl:8])=[CH:6][C:5]([C:9](=[O:11])[CH3:10])=[C:4]([O:12][CH3:14])[C:3]=1[I:13]. The yield is 0.840. (3) The reactants are S(=O)(=O)(O)[OH:2].[NH2:6][C:7]1[S:11][N:10]=[C:9]([CH3:12])[C:8]=1[C:13]#[N:14].N. No catalyst specified. The product is [NH2:6][C:7]1[S:11][N:10]=[C:9]([CH3:12])[C:8]=1[C:13]([NH2:14])=[O:2]. The yield is 0.800. (4) The reactants are [NH2:1][C:2]1[S:3][C:4]([Br:14])=[CH:5][C:6]=1[C:7]([O:9][C:10]([CH3:13])([CH3:12])[CH3:11])=[O:8].[Cl:15][C:16]1[CH:21]=[CH:20][CH:19]=[C:18]([Cl:22])[C:17]=1[N:23]=[C:24]=[O:25].C(N(CC)CC)C. The catalyst is CN(C=O)C. The product is [Br:14][C:4]1[S:3][C:2]([NH:1][C:24]([NH:23][C:17]2[C:18]([Cl:22])=[CH:19][CH:20]=[CH:21][C:16]=2[Cl:15])=[O:25])=[C:6]([C:7]([O:9][C:10]([CH3:11])([CH3:13])[CH3:12])=[O:8])[CH:5]=1. The yield is 0.570. (5) The reactants are [SH2:1].[C:2]([Si:6]([CH3:21])([CH3:20])[O:7][CH2:8][CH2:9][CH2:10][O:11][C:12]1[CH:19]=[CH:18][C:15]([C:16]#[N:17])=[CH:14][N:13]=1)([CH3:5])([CH3:4])[CH3:3].C(NCC)C.Cl[CH:28]1[CH2:33][CH2:32][CH2:31][CH2:30][C:29]1=O. The catalyst is CN(C=O)C.C1(C)C=CC=CC=1.O1CCOCC1. The product is [C:2]([Si:6]([CH3:21])([CH3:20])[O:7][CH2:8][CH2:9][CH2:10][O:11][C:12]1[N:13]=[CH:14][C:15]([C:16]2[S:1][C:28]3[CH2:33][CH2:32][CH2:31][CH2:30][C:29]=3[N:17]=2)=[CH:18][CH:19]=1)([CH3:3])([CH3:5])[CH3:4]. The yield is 0.180. (6) The reactants are Br[C:2]1[CH:3]=[C:4]([NH2:10])[C:5]([NH2:9])=[CH:6][C:7]=1[F:8].[Br-].[CH2:12]([Zn+])[C:13]([CH3:16])([CH3:15])[CH3:14].O1CCCC1. The catalyst is C1C=CC(P([C]2[CH][CH][CH][CH]2)C2C=CC=CC=2)=CC=1.C1C=CC(P([C]2[CH][CH][CH][CH]2)C2C=CC=CC=2)=CC=1.Cl[Pd]Cl.[Fe]. The product is [F:8][C:7]1[CH:6]=[C:5]([NH2:9])[C:4]([NH2:10])=[CH:3][C:2]=1[CH2:12][C:13]([CH3:16])([CH3:15])[CH3:14]. The yield is 0.280.